This data is from Peptide-MHC class I binding affinity with 185,985 pairs from IEDB/IMGT. The task is: Regression. Given a peptide amino acid sequence and an MHC pseudo amino acid sequence, predict their binding affinity value. This is MHC class I binding data. (1) The binding affinity (normalized) is 0.455. The peptide sequence is NQECWDSVF. The MHC is HLA-B39:01 with pseudo-sequence HLA-B39:01. (2) The binding affinity (normalized) is 0.886. The peptide sequence is KSRLNALGK. The MHC is HLA-A30:01 with pseudo-sequence HLA-A30:01. (3) The peptide sequence is GICYEQSRKR. The MHC is Mamu-B8301 with pseudo-sequence Mamu-B8301. The binding affinity (normalized) is 0.518. (4) The peptide sequence is KGFFRVFKK. The MHC is HLA-A02:01 with pseudo-sequence HLA-A02:01. The binding affinity (normalized) is 0.0847. (5) The peptide sequence is RMYSPTSI. The MHC is HLA-B53:01 with pseudo-sequence HLA-B53:01. The binding affinity (normalized) is 0.